Dataset: Full USPTO retrosynthesis dataset with 1.9M reactions from patents (1976-2016). Task: Predict the reactants needed to synthesize the given product. (1) Given the product [CH:7]([N:10]1[CH2:11][CH2:12][N:13]([C:16]2[N:21]=[CH:20][C:19]([C:22]3[CH:29]=[CH:28][C:25]([CH2:26][NH2:27])=[CH:24][CH:23]=3)=[CH:18][CH:17]=2)[CH2:14][CH2:15]1)([CH3:9])[CH3:8], predict the reactants needed to synthesize it. The reactants are: [H-].[H-].[H-].[H-].[Li+].[Al+3].[CH:7]([N:10]1[CH2:15][CH2:14][N:13]([C:16]2[N:21]=[CH:20][C:19]([C:22]3[CH:29]=[CH:28][C:25]([C:26]#[N:27])=[CH:24][CH:23]=3)=[CH:18][CH:17]=2)[CH2:12][CH2:11]1)([CH3:9])[CH3:8].[OH-].[Na+]. (2) Given the product [F:33][C:34]1[CH:41]=[CH:40][C:39]([CH2:42][C:11]2[C:12]3[C:8](=[CH:7][CH:6]=[CH:5][C:4]=3[O:3][CH3:2])[C:9](=[O:32])[NH:53][N:52]=2)=[CH:38][C:35]=1[C:36]#[N:37], predict the reactants needed to synthesize it. The reactants are: [Br-].[CH3:2][O:3][C:4]1[CH:5]=[CH:6][CH:7]=[C:8]2[C:12]=1[CH:11]([P+](C1C=CC=CC=1)(C1C=CC=CC=1)C1C=CC=CC=1)O[C:9]2=[O:32].[F:33][C:34]1[CH:41]=[CH:40][C:39]([CH:42]=O)=[CH:38][C:35]=1[C:36]#[N:37].C(N(CC)CC)C.O.[NH2:52][NH2:53].